Dataset: Reaction yield outcomes from USPTO patents with 853,638 reactions. Task: Predict the reaction yield, written as a fraction of the theoretical maximum amount of product (1.0 means a 100% yield; for example, 0.34 means a 34% yield). (1) The yield is 0.630. The product is [Cl:6][C:7]1[CH:8]=[C:9]([N:13]2[CH:17]=[C:16]([CH2:18][O:19][S:2]([CH3:1])(=[O:4])=[O:3])[N:15]=[N:14]2)[CH:10]=[CH:11][CH:12]=1. The catalyst is C(Cl)Cl. The reactants are [CH3:1][S:2](Cl)(=[O:4])=[O:3].[Cl:6][C:7]1[CH:8]=[C:9]([N:13]2[CH:17]=[C:16]([CH2:18][OH:19])[N:15]=[N:14]2)[CH:10]=[CH:11][CH:12]=1.C(N(CC)CC)C.C([O-])(O)=O.[Na+]. (2) The reactants are [CH2:1]1[C:10]2[C:5](=[CH:6][CH:7]=[CH:8][CH:9]=2)[CH2:4][CH2:3][N:2]1[CH2:11][CH:12]([OH:30])[CH2:13][NH:14][C:15](=[O:29])[C:16]1[CH:21]=[CH:20][CH:19]=[C:18]([NH:22][CH:23]2[CH2:28][CH2:27][O:26][CH2:25][CH2:24]2)[CH:17]=1.[CH3:31]C(O)=O.C=O.[BH3-]C#N.[Na+]. The catalyst is CO. The product is [CH2:1]1[C:10]2[C:5](=[CH:6][CH:7]=[CH:8][CH:9]=2)[CH2:4][CH2:3][N:2]1[CH2:11][CH:12]([OH:30])[CH2:13][NH:14][C:15](=[O:29])[C:16]1[CH:21]=[CH:20][CH:19]=[C:18]([N:22]([CH3:31])[CH:23]2[CH2:24][CH2:25][O:26][CH2:27][CH2:28]2)[CH:17]=1. The yield is 0.339.